From a dataset of Full USPTO retrosynthesis dataset with 1.9M reactions from patents (1976-2016). Predict the reactants needed to synthesize the given product. (1) The reactants are: [NH2:1][CH2:2][CH2:3][NH:4][C:5]([C:7]1[N:15]=[C:14]2[C:10]([N:11]=[CH:12][N:13]2[C@H:16]2[C@H:20]([OH:21])[C@H:19]([OH:22])[C@@H:18]([C:23]([NH:25][CH2:26][CH3:27])=[O:24])[O:17]2)=[C:9]([NH:28][CH2:29][CH:30]([C:37]2[CH:42]=[CH:41][CH:40]=[CH:39][CH:38]=2)[C:31]2[CH:36]=[CH:35][CH:34]=[CH:33][CH:32]=2)[N:8]=1)=[O:6].[CH:43]([CH:46]1[CH2:51][CH2:50][N:49]([CH2:52][CH2:53][NH:54][C:55](N2C=CN=C2)=[O:56])[CH2:48][CH2:47]1)([CH3:45])[CH3:44]. Given the product [C:31]1([CH:30]([C:37]2[CH:42]=[CH:41][CH:40]=[CH:39][CH:38]=2)[CH2:29][NH:28][C:9]2[N:8]=[C:7]([C:5]([NH:4][CH2:3][CH2:2][NH:1][C:55]([NH:54][CH2:53][CH2:52][N:49]3[CH2:50][CH2:51][CH:46]([CH:43]([CH3:45])[CH3:44])[CH2:47][CH2:48]3)=[O:56])=[O:6])[N:15]=[C:14]3[C:10]=2[N:11]=[CH:12][N:13]3[C@H:16]2[C@H:20]([OH:21])[C@H:19]([OH:22])[C@@H:18]([C:23]([NH:25][CH2:26][CH3:27])=[O:24])[O:17]2)[CH:36]=[CH:35][CH:34]=[CH:33][CH:32]=1, predict the reactants needed to synthesize it. (2) The reactants are: [C:1]([C:4]([CH:17]1[CH2:21][CH2:20][NH:19][CH2:18]1)([C:11]1[CH:16]=[CH:15][CH:14]=[CH:13][CH:12]=1)[C:5]1[CH:10]=[CH:9][CH:8]=[CH:7][CH:6]=1)(=[O:3])[NH2:2].Br[CH2:23][CH2:24][C:25]1[CH:26]=[CH:27][C:28]2[O:32][CH2:31][CH2:30][C:29]=2[CH:33]=1.C(=O)([O-])[O-].[K+].[K+]. Given the product [C:1]([C:4]([CH:17]1[CH2:21][CH2:20][N:19]([CH2:23][CH2:24][C:25]2[CH:26]=[CH:27][C:28]3[O:32][CH2:31][CH2:30][C:29]=3[CH:33]=2)[CH2:18]1)([C:11]1[CH:12]=[CH:13][CH:14]=[CH:15][CH:16]=1)[C:5]1[CH:10]=[CH:9][CH:8]=[CH:7][CH:6]=1)(=[O:3])[NH2:2], predict the reactants needed to synthesize it. (3) Given the product [F:15][C:14]([F:17])([F:16])[C:11]1[CH:12]=[CH:13][C:8]([N:1]2[CH2:6][CH2:5][NH:4][CH2:3][CH2:2]2)=[N:9][CH:10]=1, predict the reactants needed to synthesize it. The reactants are: [NH:1]1[CH2:6][CH2:5][NH:4][CH2:3][CH2:2]1.Cl[C:8]1[CH:13]=[CH:12][C:11]([C:14]([F:17])([F:16])[F:15])=[CH:10][N:9]=1. (4) Given the product [NH2:1][C:2]1[CH:3]=[C:4]2[C:10]([C:32]3[CH:31]=[CH:30][CH:29]=[C:28]([F:27])[CH:33]=3)=[C:9]([S:12]([C:15]3[CH:20]=[C:19]([F:21])[CH:18]=[C:17]([C:22]#[N:23])[CH:16]=3)(=[O:14])=[O:13])[S:8][C:5]2=[N:6][CH:7]=1, predict the reactants needed to synthesize it. The reactants are: [NH2:1][C:2]1[CH:3]=[C:4]2[C:10](Br)=[C:9]([S:12]([C:15]3[CH:20]=[C:19]([F:21])[CH:18]=[C:17]([C:22]#[N:23])[CH:16]=3)(=[O:14])=[O:13])[S:8][C:5]2=[N:6][CH:7]=1.C(O)C.[F:27][C:28]1[CH:29]=[C:30](B(O)O)[CH:31]=[CH:32][CH:33]=1.C([O-])([O-])=O.[Na+].[Na+]. (5) Given the product [CH3:21][C:18]([CH3:20])([CH3:19])[CH2:17][N:16]1[C:11]2[C:12](=[N:13][C:8]([C:5]3[CH2:6][CH2:7][CH:2]([NH:1][C:63]([C:59]4[N:58]([CH3:57])[CH:62]=[CH:61][N:60]=4)=[O:64])[CH2:3][CH:4]=3)=[CH:9][CH:10]=2)[N:14]([CH3:23])[C:15]1=[O:22], predict the reactants needed to synthesize it. The reactants are: [NH2:1][CH:2]1[CH2:7][CH2:6][C:5]([C:8]2[N:13]=[C:12]3[N:14]([CH3:23])[C:15](=[O:22])[N:16]([CH2:17][C:18]([CH3:21])([CH3:20])[CH3:19])[C:11]3=[CH:10][CH:9]=2)=[CH:4][CH2:3]1.CCN(C(C)C)C(C)C.CN(C(ON1N=NC2C=CC=NC1=2)=[N+](C)C)C.F[P-](F)(F)(F)(F)F.[CH3:57][N:58]1[CH:62]=[CH:61][N:60]=[C:59]1[C:63](O)=[O:64]. (6) Given the product [F:42][C:41]([F:44])([F:43])[C:39]([OH:45])=[O:40].[NH:30]1[C:31]2[CH:37]=[CH:36][CH:35]=[CH:34][C:32]=2[N:33]=[C:29]1[NH:28][CH2:27][CH2:26][CH2:25][CH2:24][CH2:23][NH:22][CH2:21][CH2:20][N:13]1[C:14]2[CH:19]=[CH:18][CH:17]=[CH:16][C:15]=2[CH:9]([CH2:5][C:6]([OH:8])=[O:7])[CH2:10][CH2:11][C:12]1=[O:38], predict the reactants needed to synthesize it. The reactants are: C([CH:5]([CH:9]1[C:15]2[CH:16]=[CH:17][CH:18]=[CH:19][C:14]=2[N:13]([CH2:20][CH2:21][NH:22][CH2:23][CH2:24][CH2:25][CH2:26][CH2:27][NH:28][C:29]2[NH:33][C:32]3[CH:34]=[CH:35][CH:36]=[CH:37][C:31]=3[N:30]=2)[C:12](=[O:38])[CH2:11][CH2:10]1)[C:6]([OH:8])=[O:7])(C)(C)C.[C:39]([OH:45])([C:41]([F:44])([F:43])[F:42])=[O:40]. (7) Given the product [Cl:28][C:29]1[CH:37]=[CH:36][C:32]([C:33]([NH:27][C@H:24]2[CH2:25][CH2:26][C@H:21]([CH2:20][CH2:19][N:16]3[CH2:17][CH2:18][N:13]([C:9]4[N:10]=[CH:11][CH:12]=[C:7]5[CH2:6][CH2:5][O:4][C:8]=45)[CH2:14][CH2:15]3)[CH2:22][CH2:23]2)=[O:34])=[CH:31][CH:30]=1, predict the reactants needed to synthesize it. The reactants are: Cl.Cl.Cl.[O:4]1[C:8]2=[C:9]([N:13]3[CH2:18][CH2:17][N:16]([CH2:19][CH2:20][C@H:21]4[CH2:26][CH2:25][C@H:24]([NH2:27])[CH2:23][CH2:22]4)[CH2:15][CH2:14]3)[N:10]=[CH:11][CH:12]=[C:7]2[CH2:6][CH2:5]1.[Cl:28][C:29]1[CH:37]=[CH:36][C:32]([C:33](O)=[O:34])=[CH:31][CH:30]=1. (8) Given the product [Cl:1][C:2]1[CH:11]=[CH:10][C:9]2[N:8]=[C:7]([N:12]3[CH2:17][CH2:16][NH:15][CH2:14][CH2:13]3)[C:6]3[N:25]=[CH:26][N:27]=[CH:28][C:5]=3[C:4]=2[CH:3]=1, predict the reactants needed to synthesize it. The reactants are: [Cl:1][C:2]1[CH:11]=[CH:10][C:9]2[N:8]=[C:7]([N:12]3[CH2:17][CH2:16][N:15](C(OC(C)(C)C)=O)[CH2:14][CH2:13]3)[C:6]3[N:25]=[CH:26][N:27]=[CH:28][C:5]=3[C:4]=2[CH:3]=1.C1COCC1.Cl.C([O-])([O-])=O.[Na+].[Na+].